Dataset: Full USPTO retrosynthesis dataset with 1.9M reactions from patents (1976-2016). Task: Predict the reactants needed to synthesize the given product. (1) The reactants are: [C:1]([N:8]([CH3:16])[C@H:9]1[CH2:14][CH2:13][C@H:12]([NH2:15])[CH2:11][CH2:10]1)([O:3][C:4]([CH3:7])([CH3:6])[CH3:5])=[O:2].[CH2:17]([C:19]1[CH:26]=[CH:25][C:24]([C:27]2[CH:32]=[CH:31][N:30]=[CH:29][CH:28]=2)=[CH:23][C:20]=1[CH:21]=O)[CH3:18]. Given the product [CH2:17]([C:19]1[CH:26]=[CH:25][C:24]([C:27]2[CH:28]=[CH:29][N:30]=[CH:31][CH:32]=2)=[CH:23][C:20]=1[CH2:21][NH:15][CH:12]1[CH2:11][CH2:10][CH:9]([N:8]([CH3:16])[C:1](=[O:2])[O:3][C:4]([CH3:7])([CH3:6])[CH3:5])[CH2:14][CH2:13]1)[CH3:18], predict the reactants needed to synthesize it. (2) Given the product [O:12]=[C:11]1[NH:13][C:6]([C:5]([Br:3])=[O:15])=[CH:7][C:8](=[O:9])[NH:10]1, predict the reactants needed to synthesize it. The reactants are: S(Br)([Br:3])=O.[C:5]([OH:15])(=O)[C:6]1[NH:13][C:11](=[O:12])[NH:10][C:8](=[O:9])[CH:7]=1. (3) Given the product [CH3:1][C:2]1[NH:3][C:4]2[C:5](=[O:14])[CH2:6][CH2:7][CH2:8][C:9]=2[C:10]=1[C:11]([NH:23][CH2:22][CH2:21][CH2:20][N:15]1[CH2:19][CH2:18][CH2:17][CH2:16]1)=[O:13], predict the reactants needed to synthesize it. The reactants are: [CH3:1][C:2]1[NH:3][C:4]2[C:5](=[O:14])[CH2:6][CH2:7][CH2:8][C:9]=2[C:10]=1[C:11]([OH:13])=O.[N:15]1([CH2:20][CH2:21][CH2:22][NH2:23])[CH2:19][CH2:18][CH2:17][CH2:16]1. (4) Given the product [C:19]([C:18]([NH:17][C:8]([C:5]1[CH:4]=[C:3]([O:11][CH2:12][C:13]([F:16])([F:15])[F:14])[C:2]([Cl:1])=[CH:7][N:6]=1)=[O:10])([CH3:26])[CH2:21][C:22]([CH3:25])([CH3:24])[CH3:23])#[N:20], predict the reactants needed to synthesize it. The reactants are: [Cl:1][C:2]1[C:3]([O:11][CH2:12][C:13]([F:16])([F:15])[F:14])=[CH:4][C:5]([C:8]([OH:10])=O)=[N:6][CH:7]=1.[NH2:17][C:18]([CH3:26])([CH2:21][C:22]([CH3:25])([CH3:24])[CH3:23])[C:19]#[N:20].